Dataset: Full USPTO retrosynthesis dataset with 1.9M reactions from patents (1976-2016). Task: Predict the reactants needed to synthesize the given product. (1) Given the product [Br:11][C:12]1[CH:17]=[C:16]([CH:15]=[C:14]([F:19])[CH:13]=1)[O:8][CH:5]1[CH2:6][CH2:7][N:2]([CH3:1])[CH2:3][CH2:4]1, predict the reactants needed to synthesize it. The reactants are: [CH3:1][N:2]1[CH2:7][CH2:6][CH:5]([OH:8])[CH2:4][CH2:3]1.[H-].[Na+].[Br:11][C:12]1[CH:17]=[C:16](F)[CH:15]=[C:14]([F:19])[CH:13]=1. (2) Given the product [CH3:3][N:4]([CH2:14][C:15]1[CH:16]=[C:17]([C:21]2[CH:26]=[CH:25][C:24]([CH:27]=[CH:28][C:29]([OH:31])=[O:30])=[CH:23][CH:22]=2)[CH:18]=[CH:19][CH:20]=1)[C:5](=[O:13])[CH2:6][CH2:7][CH2:8][CH2:9][CH2:10][CH2:11][CH3:12], predict the reactants needed to synthesize it. The reactants are: [OH-].[Na+].[CH3:3][N:4]([CH2:14][C:15]1[CH:16]=[C:17]([C:21]2[CH:26]=[CH:25][C:24]([CH:27]=[CH:28][C:29]([O:31]CC)=[O:30])=[CH:23][CH:22]=2)[CH:18]=[CH:19][CH:20]=1)[C:5](=[O:13])[CH2:6][CH2:7][CH2:8][CH2:9][CH2:10][CH2:11][CH3:12].O.C(O)(=O)C. (3) The reactants are: [Se](=O)=[O:2].[CH3:4][C:5]1[CH:6]=[C:7]2[C:12](=[CH:13][CH:14]=1)[N:11]=[CH:10][CH:9]=[CH:8]2. Given the product [N:11]1[C:12]2[C:7](=[CH:6][C:5]([CH:4]=[O:2])=[CH:14][CH:13]=2)[CH:8]=[CH:9][CH:10]=1, predict the reactants needed to synthesize it.